From a dataset of Forward reaction prediction with 1.9M reactions from USPTO patents (1976-2016). Predict the product of the given reaction. (1) Given the reactants [Cl:1][C:2]1[CH:7]=[CH:6][C:5]([NH2:8])=[CH:4][C:3]=1[C:9]1[O:10][C:11]2[CH:17]=[CH:16][C:15]([Cl:18])=[CH:14][C:12]=2[N:13]=1.[Cl:19][C:20]1[CH:28]=[CH:27][C:26]([N+:29]([O-:31])=[O:30])=[CH:25][C:21]=1[C:22](Cl)=[O:23], predict the reaction product. The product is: [Cl:19][C:20]1[CH:28]=[CH:27][C:26]([N+:29]([O-:31])=[O:30])=[CH:25][C:21]=1[C:22]([NH:8][C:5]1[CH:6]=[CH:7][C:2]([Cl:1])=[C:3]([C:9]2[O:10][C:11]3[CH:17]=[CH:16][C:15]([Cl:18])=[CH:14][C:12]=3[N:13]=2)[CH:4]=1)=[O:23]. (2) Given the reactants O[CH2:2][CH2:3][N:4]([CH:38]([CH3:40])[CH3:39])[C:5]([C:7]1[C:12]([O:13][CH2:14][C:15]2[CH:20]=[CH:19][CH:18]=[CH:17][CH:16]=2)=[C:11]([OH:21])[N:10]=[C:9]([CH2:22][C:23]2([C:28]3[CH:33]=[CH:32][C:31]([C:34]([F:37])([F:36])[F:35])=[CH:30][CH:29]=3)[CH2:27][CH2:26][CH2:25][CH2:24]2)[N:8]=1)=[O:6].C(OC1C(=O)N=C(CC2(C3C=C(Cl)C=CC=3Cl)CCCC2)N2CCN(C(C)C)C(=O)C=12)C1C=CC=CC=1, predict the reaction product. The product is: [CH2:14]([O:13][C:12]1[C:11](=[O:21])[N:10]=[C:9]([CH2:22][C:23]2([C:28]3[CH:29]=[CH:30][C:31]([C:34]([F:35])([F:36])[F:37])=[CH:32][CH:33]=3)[CH2:27][CH2:26][CH2:25][CH2:24]2)[N:8]2[CH2:2][CH2:3][N:4]([CH:38]([CH3:39])[CH3:40])[C:5](=[O:6])[C:7]=12)[C:15]1[CH:20]=[CH:19][CH:18]=[CH:17][CH:16]=1. (3) The product is: [Cl:1][C:2]1[CH:10]=[CH:9][CH:8]=[C:7]([Cl:11])[C:3]=1[C:4]([NH:22][C:21]1[C:17]([C:15]([OH:16])=[O:14])=[N:18][NH:19][CH:20]=1)=[O:5]. Given the reactants [Cl:1][C:2]1[CH:10]=[CH:9][CH:8]=[C:7]([Cl:11])[C:3]=1[C:4](Cl)=[O:5].C([O:14][C:15]([C:17]1[C:21]([NH2:22])=[CH:20][NH:19][N:18]=1)=[O:16])C.C(N(CC)CC)C.C(Cl)(=O)C1C=CC=CC=1, predict the reaction product. (4) Given the reactants [CH2:1]([O:3][C:4](=[O:12])[C:5]1[CH:10]=[CH:9][C:8]([NH2:11])=[CH:7][CH:6]=1)[CH3:2].[Br:13][C:14]1[CH:15]=[C:16]([CH:19]=[CH:20][C:21]=1[F:22])[CH:17]=O, predict the reaction product. The product is: [CH2:1]([O:3][C:4](=[O:12])[C:5]1[CH:10]=[CH:9][C:8]([N:11]=[CH:17][C:16]2[CH:19]=[CH:20][C:21]([F:22])=[C:14]([Br:13])[CH:15]=2)=[CH:7][CH:6]=1)[CH3:2].